Dataset: Forward reaction prediction with 1.9M reactions from USPTO patents (1976-2016). Task: Predict the product of the given reaction. (1) Given the reactants Cl.[C:2]([CH:4]1[CH2:7][NH:6][CH2:5]1)#[N:3].N1CCCC1.CC(O[C:18]([NH:20][C@@H:21]([C:25]([OH:27])=O)[CH:22]1[CH2:24][CH2:23]1)=[O:19])(C)C.C(N[C@@H](C(O)=O)C(C)(C)C)(OC(C)(C)C)=O.[CH3:44][N:45]1[CH:49]=[C:48]([C:50]2[N:55]=[C:54]3[C:56](C(O)=O)=[CH:57][N:58](COCC[Si](C)(C)C)[C:53]3=[N:52][CH:51]=2)[CH:47]=[N:46]1.C1(C2N=C3C(C(O)=O)=CN(COCC[Si](C)(C)C)C3=NC=2)CC1.FC(F)(F)CO, predict the reaction product. The product is: [C:2]([CH:4]1[CH2:7][N:6]([C:25](=[O:27])[C@H:21]([NH:20][C:18]([C:56]2[C:54]3[C:53](=[N:52][CH:51]=[C:50]([C:48]4[CH:47]=[N:46][N:45]([CH3:44])[CH:49]=4)[N:55]=3)[NH:58][CH:57]=2)=[O:19])[CH:22]2[CH2:23][CH2:24]2)[CH2:5]1)#[N:3]. (2) Given the reactants [CH3:1][O:2][C:3]1[C:12]2[N:11]=[C:10]([NH2:13])[N:9]3[CH2:14][CH2:15][N:16]=[C:8]3[C:7]=2[CH:6]=[CH:5][C:4]=1[O:17][CH2:18][CH2:19][CH2:20][N:21]1[CH2:26][CH2:25][O:24][CH2:23][CH2:22]1.[N:27]1[CH:32]=[C:31]([C:33](O)=[O:34])[CH:30]=[N:29][CH:28]=1.C1CN([P+](ON2N=NC3C=CC=CC2=3)(N2CCCC2)N2CCCC2)CC1.F[P-](F)(F)(F)(F)F.C(N(C(C)C)CC)(C)C, predict the reaction product. The product is: [CH3:1][O:2][C:3]1[C:12]2[N:11]=[C:10]([NH:13][C:33]([C:31]3[CH:32]=[N:27][CH:28]=[N:29][CH:30]=3)=[O:34])[N:9]3[CH2:14][CH2:15][N:16]=[C:8]3[C:7]=2[CH:6]=[CH:5][C:4]=1[O:17][CH2:18][CH2:19][CH2:20][N:21]1[CH2:22][CH2:23][O:24][CH2:25][CH2:26]1. (3) Given the reactants [CH2:1]([O:8][C:9]1[CH:10]=[C:11]2[C:15](=[CH:16][CH:17]=1)[N:14]([C:18](=[O:20])[CH3:19])[N:13]=[C:12]2[CH2:21][C:22](=[O:24])[CH3:23])[C:2]1[CH:7]=[CH:6][CH:5]=[CH:4][CH:3]=1.[BH4-].[Na+].[NH4+].[Cl-].C(OCC)(=O)C, predict the reaction product. The product is: [CH2:1]([O:8][C:9]1[CH:10]=[C:11]2[C:15](=[CH:16][CH:17]=1)[N:14]([C:18](=[O:20])[CH3:19])[N:13]=[C:12]2[CH2:21][CH:22]([OH:24])[CH3:23])[C:2]1[CH:7]=[CH:6][CH:5]=[CH:4][CH:3]=1. (4) Given the reactants [NH2:1][C:2]1[CH:7]=[CH:6][C:5]([Cl:8])=[CH:4][C:3]=1[C:9](=[O:13])[CH:10]([CH3:12])[CH3:11].CCN(CC)CC.[O:21](S(C(F)(F)F)(=O)=O)[S:22]([C:25]([F:28])([F:27])[F:26])(=O)=[O:23], predict the reaction product. The product is: [Cl:8][C:5]1[CH:6]=[CH:7][C:2]([NH:1][S:22]([C:25]([F:28])([F:27])[F:26])(=[O:23])=[O:21])=[C:3]([C:9](=[O:13])[CH:10]([CH3:11])[CH3:12])[CH:4]=1. (5) The product is: [CH3:32][O:33][C@@H:34]1[C@H:39]([O:40][CH3:41])[C@@H:38]([O:42][CH3:43])[C@H:37]([CH3:44])[O:36][C@H:35]1[O:45][C:46](=[O:47])[NH:21][C:18]1[CH:19]=[CH:20][C:15]([C:13]2[CH:12]=[CH:11][N:10]=[C:9]([C:6]3[CH:5]=[CH:4][C:3]([O:2][CH3:1])=[CH:8][CH:7]=3)[N:14]=2)=[CH:16][CH:17]=1. Given the reactants [CH3:1][O:2][C:3]1[CH:8]=[CH:7][C:6]([C:9]2[N:14]=[C:13]([C:15]3[CH:20]=[CH:19][C:18]([NH2:21])=[CH:17][CH:16]=3)[CH:12]=[CH:11][N:10]=2)=[CH:5][CH:4]=1.C[Si](C)(C)[N-][Si](C)(C)C.[K+].[CH3:32][O:33][CH:34]1[CH:39]([O:40][CH3:41])[CH:38]([O:42][CH3:43])[CH:37]([CH3:44])[O:36][CH:35]1[O:45][C:46](=O)[O:47]C1C=CC([N+]([O-])=O)=CC=1.C(=O)(O)[O-].[Na+], predict the reaction product. (6) Given the reactants [BH4-].[Li+].C(O[CH2:7][C:8]1[CH:13]=[CH:12][C:11]([O:14][CH2:15][O:16][CH2:17][CH2:18][O:19][CH3:20])=[C:10]([F:21])[CH:9]=1)(=O)C.[O:22]1CCC[CH2:23]1, predict the reaction product. The product is: [F:21][C:10]1[CH:9]=[C:8]([CH2:7][CH2:23][OH:22])[CH:13]=[CH:12][C:11]=1[O:14][CH2:15][O:16][CH2:17][CH2:18][O:19][CH3:20]. (7) Given the reactants F[C:2]1[CH:7]=[CH:6][C:5]([F:8])=[CH:4][C:3]=1[N+:9]([O-:11])=[O:10].[CH2:12]([N:14]1[C:18]([C:19]2[CH:20]=[C:21]([CH:24]=[CH:25][CH:26]=2)[C:22]#[N:23])=[CH:17][C:16](=[O:27])[NH:15]1)[CH3:13].C(=O)([O-])[O-].[K+].[K+], predict the reaction product. The product is: [CH2:12]([N:14]1[C:18]([C:19]2[CH:20]=[C:21]([CH:24]=[CH:25][CH:26]=2)[C:22]#[N:23])=[CH:17][C:16]([O:27][C:2]2[CH:7]=[CH:6][C:5]([F:8])=[CH:4][C:3]=2[N+:9]([O-:11])=[O:10])=[N:15]1)[CH3:13]. (8) Given the reactants Br[C:2]1[CH:3]=[C:4]([C:27]([NH2:29])=[O:28])[C:5]2[NH:6][C:7]3[C:12]([C:13]=2[CH:14]=1)=[CH:11][CH:10]=[C:9]([C:15]1[CH:16]=[N:17][C:18]([N:21]2[CH2:26][CH2:25][O:24][CH2:23][CH2:22]2)=[CH:19][CH:20]=1)[CH:8]=3.[Cl:30][C:31]1[CH:43]=[C:42](B2OC(C)(C)C(C)(C)O2)[CH:41]=[CH:40][C:32]=1[CH2:33][N:34]1[CH2:39][CH2:38][O:37][CH2:36][CH2:35]1, predict the reaction product. The product is: [Cl:30][C:31]1[CH:43]=[C:42]([C:2]2[CH:3]=[C:4]([C:27]([NH2:29])=[O:28])[C:5]3[NH:6][C:7]4[C:12]([C:13]=3[CH:14]=2)=[CH:11][CH:10]=[C:9]([C:15]2[CH:16]=[N:17][C:18]([N:21]3[CH2:22][CH2:23][O:24][CH2:25][CH2:26]3)=[CH:19][CH:20]=2)[CH:8]=4)[CH:41]=[CH:40][C:32]=1[CH2:33][N:34]1[CH2:35][CH2:36][O:37][CH2:38][CH2:39]1.